From a dataset of Catalyst prediction with 721,799 reactions and 888 catalyst types from USPTO. Predict which catalyst facilitates the given reaction. (1) Reactant: [Cl:1][C:2]1[C:3]([CH:23]=[O:24])=[CH:4][N:5]([S:14]([C:17]2[CH:18]=[N:19][CH:20]=[CH:21][CH:22]=2)(=[O:16])=[O:15])[C:6]=1[C:7]1[CH:12]=[CH:11][CH:10]=[CH:9][C:8]=1[F:13].[CH3:25][OH:26].[CH3:27][NH2:28].[BH4-].[Na+].[OH2:31].[O:32]1CCCC1. Product: [C:23]([OH:24])(=[O:32])/[CH:3]=[CH:4]/[C:25]([OH:31])=[O:26].[Cl:1][C:2]1[C:3]([CH2:23][NH:28][CH3:27])=[CH:4][N:5]([S:14]([C:17]2[CH:18]=[N:19][CH:20]=[CH:21][CH:22]=2)(=[O:16])=[O:15])[C:6]=1[C:7]1[CH:12]=[CH:11][CH:10]=[CH:9][C:8]=1[F:13]. The catalyst class is: 5. (2) Reactant: [CH:1]([OH:4])([CH3:3])[CH3:2].[H-].[Na+].Br[C:8]1[C:9]([CH3:16])=[C:10]([C:13]([OH:15])=[O:14])[S:11][CH:12]=1. Product: [CH:1]([O:4][C:8]1[C:9]([CH3:16])=[C:10]([C:13]([OH:15])=[O:14])[S:11][CH:12]=1)([CH3:3])[CH3:2]. The catalyst class is: 3. (3) Reactant: [CH3:1][C:2]1[N:7]=[C:6]([C:8]([O:10]C)=[O:9])[C:5]([N:12]2[CH:16]=[CH:15][CH:14]=[N:13]2)=[CH:4][CH:3]=1.[Li+].[OH-]. Product: [CH3:1][C:2]1[N:7]=[C:6]([C:8]([OH:10])=[O:9])[C:5]([N:12]2[CH:16]=[CH:15][CH:14]=[N:13]2)=[CH:4][CH:3]=1. The catalyst class is: 20. (4) Reactant: [OH:1][C@H:2]([CH3:37])[C@H:3]([NH:6][C:7]([C:9]1[NH:10][C:11]([C:14]2[CH:19]=[C:18]([O:20][C:21]3[CH:22]=[N:23][C:24]([S:27]([CH3:30])(=[O:29])=[O:28])=[CH:25][CH:26]=3)[CH:17]=[C:16]([O:31][C@@H:32]([CH3:36])[CH2:33][O:34][CH3:35])[CH:15]=2)=[CH:12][CH:13]=1)=[O:8])[CH2:4][OH:5].C(N(CC)CC)C.[CH:45]([Si:48](Cl)([CH:52]([CH3:54])[CH3:53])[CH:49]([CH3:51])[CH3:50])([CH3:47])[CH3:46]. Product: [OH:1][C@H:2]([CH3:37])[C@H:3]([NH:6][C:7]([C:9]1[NH:10][C:11]([C:14]2[CH:19]=[C:18]([O:20][C:21]3[CH:22]=[N:23][C:24]([S:27]([CH3:30])(=[O:29])=[O:28])=[CH:25][CH:26]=3)[CH:17]=[C:16]([O:31][C@@H:32]([CH3:36])[CH2:33][O:34][CH3:35])[CH:15]=2)=[CH:12][CH:13]=1)=[O:8])[CH2:4][O:5][Si:48]([CH:52]([CH3:54])[CH3:53])([CH:49]([CH3:51])[CH3:50])[CH:45]([CH3:47])[CH3:46]. The catalyst class is: 143.